Dataset: Forward reaction prediction with 1.9M reactions from USPTO patents (1976-2016). Task: Predict the product of the given reaction. (1) Given the reactants [F:1][C:2]1[CH:3]=[CH:4][C:5](B(O)O)=[N:6][C:7]=1[CH3:8].Cl[C:13]1[C:18]([CH3:19])=[CH:17][C:16]([C:20]2[C:29]3[C:24](=[CH:25][C:26]([S:30]([NH:33][C:34]4[CH:38]=[CH:37][O:36][N:35]=4)(=[O:32])=[O:31])=[CH:27][CH:28]=3)[N:23]=[CH:22][N:21]=2)=[C:15]([O:39][CH3:40])[CH:14]=1.P([O-])([O-])([O-])=O.[K+].[K+].[K+].Cl, predict the reaction product. The product is: [F:1][C:2]1[CH:3]=[CH:4][C:5]([C:13]2[C:18]([CH3:19])=[CH:17][C:16]([C:20]3[C:29]4[C:24](=[CH:25][C:26]([S:30]([NH:33][C:34]5[CH:38]=[CH:37][O:36][N:35]=5)(=[O:31])=[O:32])=[CH:27][CH:28]=4)[N:23]=[CH:22][N:21]=3)=[C:15]([O:39][CH3:40])[CH:14]=2)=[N:6][C:7]=1[CH3:8]. (2) The product is: [CH2:62]([O:61][CH2:60][CH2:59][O:58][CH2:57][CH2:56][O:55][CH2:54][CH2:53][O:52][CH2:51][CH2:50][O:49][CH2:48][CH2:47][O:45][C:40]1[CH:39]=[C:38]([O:37][CH2:36][CH2:35][O:34][CH2:33][CH2:32][O:31][CH2:30][CH2:29][O:28][CH2:27][CH2:26][O:25][CH2:24][CH2:23][O:22][C:3]([C:16]2[CH:17]=[CH:18][CH:19]=[CH:20][CH:21]=2)([C:10]2[CH:11]=[CH:12][CH:13]=[CH:14][CH:15]=2)[C:4]2[CH:5]=[CH:6][CH:7]=[CH:8][CH:9]=2)[CH:43]=[C:42]([O:44][CH2:36][CH2:35][O:34][CH2:33][CH2:32][O:31][CH2:30][CH2:29][O:28][CH2:27][CH2:26][O:25][CH2:24][CH2:23][O:22][CH2:3][C:4]2[CH:5]=[CH:6][CH:7]=[CH:8][CH:9]=2)[CH:41]=1)[C:63]1[CH:68]=[CH:67][CH:66]=[CH:65][CH:64]=1. Given the reactants [H-].[Na+].[C:3]([O:22][CH2:23][CH2:24][O:25][CH2:26][CH2:27][O:28][CH2:29][CH2:30][O:31][CH2:32][CH2:33][O:34][CH2:35][CH2:36][O:37][C:38]1[CH:39]=[C:40]([OH:45])[CH:41]=[C:42]([OH:44])[CH:43]=1)([C:16]1[CH:21]=[CH:20][CH:19]=[CH:18][CH:17]=1)([C:10]1[CH:15]=[CH:14][CH:13]=[CH:12][CH:11]=1)[C:4]1[CH:9]=[CH:8][CH:7]=[CH:6][CH:5]=1.Br[CH2:47][CH2:48][O:49][CH2:50][CH2:51][O:52][CH2:53][CH2:54][O:55][CH2:56][CH2:57][O:58][CH2:59][CH2:60][O:61][CH2:62][C:63]1[CH:68]=[CH:67][CH:66]=[CH:65][CH:64]=1, predict the reaction product.